From a dataset of Peptide-MHC class II binding affinity with 134,281 pairs from IEDB. Regression. Given a peptide amino acid sequence and an MHC pseudo amino acid sequence, predict their binding affinity value. This is MHC class II binding data. (1) The peptide sequence is FRAAMATTANVPPAD. The MHC is DRB5_0101 with pseudo-sequence DRB5_0101. The binding affinity (normalized) is 0.352. (2) The peptide sequence is SAIRAAPEAARSLAS. The MHC is DRB1_0405 with pseudo-sequence DRB1_0405. The binding affinity (normalized) is 0.227.